From a dataset of Reaction yield outcomes from USPTO patents with 853,638 reactions. Predict the reaction yield, written as a fraction of the theoretical maximum amount of product (1.0 means a 100% yield; for example, 0.34 means a 34% yield). (1) The catalyst is C(O)C.[Pd]. The reactants are [C:1]([O:5][C:6]([NH:8][CH:9]([O:19][C:20](=[O:26])[CH2:21][CH2:22][CH2:23][CH2:24][CH3:25])[C@H:10]([CH3:18])[CH:11]=[CH:12][C:13]1[S:14][CH:15]=[CH:16][CH:17]=1)=[O:7])([CH3:4])([CH3:3])[CH3:2]. The product is [C:1]([O:5][C:6]([NH:8][CH:9]([O:19][C:20](=[O:26])[CH2:21][CH2:22][CH2:23][CH2:24][CH3:25])[C@H:10]([CH3:18])[CH2:11][CH2:12][C:13]1[S:14][CH:15]=[CH:16][CH:17]=1)=[O:7])([CH3:2])([CH3:4])[CH3:3]. The yield is 0.800. (2) The reactants are C(OC([N:8]1[C:16]2[C:11](=[CH:12][CH:13]=[C:14]([O:17][CH3:18])[CH:15]=2)[CH:10]=[C:9]1[C:19]1[CH:24]=[CH:23][C:22]([NH:25][C:26]([O:28][CH:29]([CH3:31])[CH3:30])=[O:27])=[CH:21][CH:20]=1)=O)(C)(C)C.C(O)(C(F)(F)F)=O. The catalyst is C(Cl)Cl. The product is [CH:29]([O:28][C:26](=[O:27])[NH:25][C:22]1[CH:21]=[CH:20][C:19]([C:9]2[NH:8][C:16]3[C:11]([CH:10]=2)=[CH:12][CH:13]=[C:14]([O:17][CH3:18])[CH:15]=3)=[CH:24][CH:23]=1)([CH3:31])[CH3:30]. The yield is 0.860. (3) The reactants are [CH3:1][O:2][C:3]1[CH:4]=[C:5]([C:11]2[N:12]=[C:13]3[C:21]([CH3:22])=[CH:20][C:19]([N:23]4[CH2:32][CH2:31][C:26]5(OCC[O:27]5)[CH2:25][CH2:24]4)=[CH:18][N:14]3[C:15](=[O:17])[CH:16]=2)[CH:6]=[CH:7][C:8]=1[O:9][CH3:10].Cl.C([O-])([O-])=O.[K+].[K+]. The catalyst is C(Cl)Cl.O1CCOCC1. The product is [CH3:1][O:2][C:3]1[CH:4]=[C:5]([C:11]2[N:12]=[C:13]3[C:21]([CH3:22])=[CH:20][C:19]([N:23]4[CH2:24][CH2:25][C:26](=[O:27])[CH2:31][CH2:32]4)=[CH:18][N:14]3[C:15](=[O:17])[CH:16]=2)[CH:6]=[CH:7][C:8]=1[O:9][CH3:10]. The yield is 0.960. (4) The reactants are [CH:1]1([CH2:6][CH:7]([C:11]2[CH:16]=[CH:15][C:14]([S:17]([CH3:20])(=[O:19])=[O:18])=[C:13]([C:21]([F:24])([F:23])[F:22])[CH:12]=2)[C:8](O)=[O:9])[CH2:5][CH2:4][CH2:3][CH2:2]1.C(Cl)(=O)C(Cl)=O.[NH2:31][C:32]1[CH:41]=[CH:40][C:39]2[C:34](=[CH:35][CH:36]=[CH:37][CH:38]=2)[N:33]=1.C(N(CC)CC)C. The catalyst is C(Cl)Cl.CN(C)C=O.O1CCCC1. The product is [CH:1]1([CH2:6][CH:7]([C:11]2[CH:16]=[CH:15][C:14]([S:17]([CH3:20])(=[O:18])=[O:19])=[C:13]([C:21]([F:22])([F:23])[F:24])[CH:12]=2)[C:8]([NH:31][C:32]2[CH:41]=[CH:40][C:39]3[C:34](=[CH:35][CH:36]=[CH:37][CH:38]=3)[N:33]=2)=[O:9])[CH2:5][CH2:4][CH2:3][CH2:2]1. The yield is 0.572. (5) The reactants are [Cl:1][C:2]1[C:3]([O:11][CH2:12][CH2:13][CH3:14])=[C:4]([CH:8]=[CH:9][CH:10]=1)[CH2:5]CN.[C:15](Cl)(=[O:18])[CH:16]=[CH2:17].[CH2:20]([N:22](CC)CC)C. The catalyst is C(Cl)Cl. The product is [Cl:1][C:2]1[C:3]([O:11][CH2:12][CH2:13][CH3:14])=[C:4]([CH:8]=[CH:9][CH:10]=1)[CH2:5][N:22]([CH3:20])[C:15](=[O:18])[CH:16]=[CH2:17]. The yield is 0.890. (6) The product is [CH2:1]([O:8][C:9]1[CH:10]=[CH:11][C:12]([CH2:13][C:14]2[O:18][N:17]=[C:16]([C:19]3[C:20]([NH2:26])=[N:21][CH:22]=[CH:23][CH:24]=3)[CH:15]=2)=[CH:27][CH:28]=1)[C:2]1[CH:3]=[CH:4][CH:5]=[CH:6][CH:7]=1. The reactants are [CH2:1]([O:8][C:9]1[CH:28]=[CH:27][C:12]([CH2:13][C:14]2[O:18][N:17]=[C:16]([C:19]3[C:20]([NH2:26])=[N:21][CH:22]=[C:23](Cl)[CH:24]=3)[CH:15]=2)=[CH:11][CH:10]=1)[C:2]1[CH:7]=[CH:6][CH:5]=[CH:4][CH:3]=1.C(O)=O.C(N(CC)C(C)C)(C)C.O. The yield is 0.110. The catalyst is CN1CCCC1=O.C1C=CC([P]([Pd]([P](C2C=CC=CC=2)(C2C=CC=CC=2)C2C=CC=CC=2)([P](C2C=CC=CC=2)(C2C=CC=CC=2)C2C=CC=CC=2)[P](C2C=CC=CC=2)(C2C=CC=CC=2)C2C=CC=CC=2)(C2C=CC=CC=2)C2C=CC=CC=2)=CC=1.C(OCC)(=O)C.